Predict the reactants needed to synthesize the given product. From a dataset of Full USPTO retrosynthesis dataset with 1.9M reactions from patents (1976-2016). (1) Given the product [CH2:1]([O:8][C:9]1[CH:14]=[CH:13][C:12]([C:15]2[CH:20]=[C:19]([I:30])[C:18]([NH2:21])=[CH:17][C:16]=2[Cl:28])=[C:11]([F:29])[CH:10]=1)[C:2]1[CH:7]=[CH:6][CH:5]=[CH:4][CH:3]=1, predict the reactants needed to synthesize it. The reactants are: [CH2:1]([O:8][C:9]1[CH:14]=[CH:13][C:12]([C:15]2[CH:20]=[CH:19][C:18]([NH:21]C(=O)C(F)(F)F)=[CH:17][C:16]=2[Cl:28])=[C:11]([F:29])[CH:10]=1)[C:2]1[CH:7]=[CH:6][CH:5]=[CH:4][CH:3]=1.[I:30]I.OO. (2) Given the product [O:32]1[CH:36]=[CH:35][CH:34]=[C:33]1[C:2]1[CH:3]=[CH:4][C:5]([C:8]([N:10]([CH2:14][C:15]2[CH:31]=[CH:30][CH:29]=[CH:28][C:16]=2[O:17][CH2:18][CH2:19][CH2:20][CH2:21][CH2:22][C:23]([O:25][CH2:26][CH3:27])=[O:24])[CH:11]([CH3:13])[CH3:12])=[O:9])=[N:6][CH:7]=1, predict the reactants needed to synthesize it. The reactants are: Br[C:2]1[CH:3]=[CH:4][C:5]([C:8]([N:10]([CH2:14][C:15]2[CH:31]=[CH:30][CH:29]=[CH:28][C:16]=2[O:17][CH2:18][CH2:19][CH2:20][CH2:21][CH2:22][C:23]([O:25][CH2:26][CH3:27])=[O:24])[CH:11]([CH3:13])[CH3:12])=[O:9])=[N:6][CH:7]=1.[O:32]1[CH:36]=[CH:35][CH:34]=[C:33]1B(O)O.C([O-])([O-])=O.[Na+].[Na+].C(Cl)Cl. (3) The reactants are: Cl[C:2]1[N:7]=[C:6]([C:8]2[CH:13]=[CH:12][C:11]([OH:14])=[CH:10][CH:9]=2)[CH:5]=[N:4][CH:3]=1.[NH2:15][C:16]1[C:24]([Cl:25])=[CH:23][C:19]([C:20]([OH:22])=[O:21])=[C:18]([O:26][CH3:27])[CH:17]=1.CC1(C)C2C(=C(P(C3C=CC=CC=3)C3C=CC=CC=3)C=CC=2)OC2C(P(C3C=CC=CC=3)C3C=CC=CC=3)=CC=CC1=2. Given the product [Cl:25][C:24]1[C:16]([NH:15][C:2]2[CH:3]=[N:4][CH:5]=[C:6]([C:8]3[CH:13]=[CH:12][C:11]([OH:14])=[CH:10][CH:9]=3)[N:7]=2)=[CH:17][C:18]([O:26][CH3:27])=[C:19]([CH:23]=1)[C:20]([OH:22])=[O:21], predict the reactants needed to synthesize it.